Dataset: Full USPTO retrosynthesis dataset with 1.9M reactions from patents (1976-2016). Task: Predict the reactants needed to synthesize the given product. (1) Given the product [C:2]1([C:26]2[CH:31]=[CH:30][CH:29]=[CH:28][CH:27]=2)[CH:25]=[CH:24][C:5]([CH2:6][C:7]2[N:8]=[C:9]([C:14]3[CH:19]=[CH:18][C:17]([C:20]([F:23])([F:22])[F:21])=[CH:16][CH:15]=3)[S:10][C:11]=2[CH2:12][OH:13])=[CH:4][CH:3]=1, predict the reactants needed to synthesize it. The reactants are: Br[C:2]1[CH:25]=[CH:24][C:5]([CH2:6][C:7]2[N:8]=[C:9]([C:14]3[CH:19]=[CH:18][C:17]([C:20]([F:23])([F:22])[F:21])=[CH:16][CH:15]=3)[S:10][C:11]=2[CH2:12][OH:13])=[CH:4][CH:3]=1.[C:26]1(B(O)O)[CH:31]=[CH:30][CH:29]=[CH:28][CH:27]=1.C(=O)([O-])[O-].[Na+].[Na+]. (2) Given the product [Cl:1][C:2]1[CH:7]=[C:6]([Cl:8])[CH:5]=[CH:4][C:3]=1[CH:9]([CH3:23])[C:10]([C:16]1[CH:21]=[CH:20][N:19]=[C:18]([O:22][CH2:25][CH2:26][O:27][CH3:28])[CH:17]=1)([OH:15])[C:11]([F:14])([F:13])[F:12], predict the reactants needed to synthesize it. The reactants are: [Cl:1][C:2]1[CH:7]=[C:6]([Cl:8])[CH:5]=[CH:4][C:3]=1[CH:9]([CH3:23])[C:10]([C:16]1[CH:21]=[CH:20][NH:19][C:18](=[O:22])[CH:17]=1)([OH:15])[C:11]([F:14])([F:13])[F:12].Br[CH2:25][CH2:26][O:27][CH3:28]. (3) Given the product [NH2:10][C@@H:11]([CH2:40][CH2:41][NH:42][C:43]([O:45][C:46]([CH3:49])([CH3:48])[CH3:47])=[O:44])[C:12]([NH:13][CH2:14][CH2:15][CH2:16][C@@H:17]([C:18]([NH:19][CH2:20][CH2:21][NH:22][C:23]([O:24][C:25]([CH3:28])([CH3:26])[CH3:27])=[O:29])=[O:30])[NH:31][C:32]([O:34][C:35]([CH3:36])([CH3:37])[CH3:38])=[O:33])=[O:39], predict the reactants needed to synthesize it. The reactants are: C(OC(=O)[NH:10][C@@H:11]([CH2:40][CH2:41][NH:42][C:43]([O:45][C:46]([CH3:49])([CH3:48])[CH3:47])=[O:44])[C:12](=[O:39])[NH:13][CH2:14][CH2:15][CH2:16][C@H:17]([NH:31][C:32]([O:34][C:35]([CH3:38])([CH3:37])[CH3:36])=[O:33])[C:18](=[O:30])[NH:19][CH2:20][CH2:21][NH:22][C:23](=[O:29])[O:24][C:25]([CH3:28])([CH3:27])[CH3:26])C1C=CC=CC=1. (4) Given the product [Cl:7][C:8]1[CH:9]=[C:10]2[C:18](=[CH:19][C:20]=1[Cl:21])[NH:17][C:16]1[C:15]([CH3:22])([CH3:23])[C:14]3[CH:24]=[C:25]([O:28][CH3:29])[CH:26]=[CH:27][C:13]=3[C:12](=[O:1])[C:11]2=1, predict the reactants needed to synthesize it. The reactants are: [O:1]1CCOCC1.[Cl:7][C:8]1[CH:9]=[C:10]2[C:18](=[CH:19][C:20]=1[Cl:21])[NH:17][C:16]1[C:15]([CH3:23])([CH3:22])[C:14]3[CH:24]=[C:25]([O:28][CH3:29])[CH:26]=[CH:27][C:13]=3[CH2:12][C:11]2=1.C(C1C(=O)C(Cl)=C(Cl)C(=O)C=1C#N)#N. (5) Given the product [Br:2][C:3]1[C:4]2[NH:9][C:13]3[CH2:12][CH:11]4[CH2:18][CH:15]([C:14]=3[C:5]=2[CH:6]=[CH:7][CH:8]=1)[NH:16][CH2:17]4, predict the reactants needed to synthesize it. The reactants are: Cl.[Br:2][C:3]1[CH:8]=[CH:7][CH:6]=[CH:5][C:4]=1[NH:9]N.[CH:11]12[CH2:18][CH:15]([NH:16][CH2:17]1)[CH2:14][C:13](=O)[CH2:12]2.Cl. (6) Given the product [CH3:16][C:4]1[C:5]([N:11]2[N:12]=[CH:13][CH:14]=[N:15]2)=[C:6]([CH:10]=[CH:2][CH:3]=1)[C:7]([OH:9])=[O:8], predict the reactants needed to synthesize it. The reactants are: C[C:2]1[CH:3]=[CH:4][C:5]([N:11]2[N:15]=[CH:14][CH:13]=[N:12]2)=[C:6]([CH:10]=1)[C:7]([OH:9])=[O:8].[CH3:16]C1C(I)=C(C=CC=1)C(O)=O.N1C=CN=N1. (7) The reactants are: [CH2:1]([O:3][C:4](=[O:20])[CH2:5][N:6]=[C:7]([C:14]1[CH:19]=[CH:18][CH:17]=[CH:16][CH:15]=1)[C:8]1[CH:13]=[CH:12][CH:11]=[CH:10][CH:9]=1)[CH3:2].CC(C)([O-])C.[K+].[F:27][C:28]1([CH2:33]OS(C(F)(F)F)(=O)=O)[CH2:32][CH2:31][CH2:30][CH2:29]1.[Cl-].[NH4+]. Given the product [CH2:1]([O:3][C:4](=[O:20])[CH:5]([N:6]=[C:7]([C:14]1[CH:19]=[CH:18][CH:17]=[CH:16][CH:15]=1)[C:8]1[CH:9]=[CH:10][CH:11]=[CH:12][CH:13]=1)[CH2:33][C:28]1([F:27])[CH2:32][CH2:31][CH2:30][CH2:29]1)[CH3:2], predict the reactants needed to synthesize it. (8) Given the product [Cl:1][C:2]1[CH:7]=[CH:6][CH:5]=[CH:4][C:3]=1[C:8]1[N:9]([CH3:21])[C:10]([C:13]([CH3:19])([CH3:20])[CH:14]=[O:15])=[N:11][N:12]=1, predict the reactants needed to synthesize it. The reactants are: [Cl:1][C:2]1[CH:7]=[CH:6][CH:5]=[CH:4][C:3]=1[C:8]1[N:9]([CH3:21])[C:10]([C:13]([CH3:20])([CH3:19])[C:14](OCC)=[O:15])=[N:11][N:12]=1.[H-].C([Al+]CC(C)C)C(C)C. (9) Given the product [F:5][C:2]([C:6]1[CH:11]=[C:10]([CH:9]=[CH:8][N:7]=1)[C:12]([OH:14])=[O:20])([F:1])[CH2:3][CH3:4], predict the reactants needed to synthesize it. The reactants are: [F:1][C:2]([C:6]1[CH:11]=[C:10]([CH3:12])[CH:9]=[CH:8][N:7]=1)([F:5])[CH2:3][CH3:4].[Mn]([O-])(=O)(=O)=[O:14].[K+].Cl.[OH2:20].